This data is from NCI-60 drug combinations with 297,098 pairs across 59 cell lines. The task is: Regression. Given two drug SMILES strings and cell line genomic features, predict the synergy score measuring deviation from expected non-interaction effect. Drug 1: CN(CC1=CN=C2C(=N1)C(=NC(=N2)N)N)C3=CC=C(C=C3)C(=O)NC(CCC(=O)O)C(=O)O. Drug 2: CCC1(CC2CC(C3=C(CCN(C2)C1)C4=CC=CC=C4N3)(C5=C(C=C6C(=C5)C78CCN9C7C(C=CC9)(C(C(C8N6C=O)(C(=O)OC)O)OC(=O)C)CC)OC)C(=O)OC)O.OS(=O)(=O)O. Cell line: HT29. Synergy scores: CSS=58.4, Synergy_ZIP=5.70, Synergy_Bliss=4.37, Synergy_Loewe=-2.34, Synergy_HSA=3.81.